This data is from Full USPTO retrosynthesis dataset with 1.9M reactions from patents (1976-2016). The task is: Predict the reactants needed to synthesize the given product. (1) Given the product [NH2:29][C:26]1[CH:27]=[CH:28][C:18]2[C:17]([CH3:16])([CH3:32])[CH2:23][CH2:22][C:21](=[O:24])[NH:20][C:19]=2[CH:25]=1, predict the reactants needed to synthesize it. The reactants are: NC1C=CC2NC(=O)CCC(C)(C)C=2C=1.[CH3:16][C:17]1([CH3:32])[CH2:23][CH2:22][C:21](=[O:24])[NH:20][C:19]2[CH:25]=[C:26]([N+:29]([O-])=O)[CH:27]=[CH:28][C:18]1=2. (2) The reactants are: Br[C:2]1[S:22][C:5]2=[N:6][C:7]([CH3:21])=[CH:8][C:9]([NH:10][S:11]([C:14]3[CH:19]=[CH:18][CH:17]=[C:16]([Cl:20])[CH:15]=3)(=[O:13])=[O:12])=[C:4]2[C:3]=1[C:23]1[CH:28]=[CH:27][CH:26]=[C:25]([O:29][CH3:30])[CH:24]=1.[CH3:31][N:32]([CH3:36])[CH2:33][C:34]#[CH:35].C(N(CC)CC)C. Given the product [Cl:20][C:16]1[CH:15]=[C:14]([S:11]([NH:10][C:9]2[CH:8]=[C:7]([CH3:21])[N:6]=[C:5]3[S:22][C:2]([C:35]#[C:34][CH2:33][N:32]([CH3:36])[CH3:31])=[C:3]([C:23]4[CH:28]=[CH:27][CH:26]=[C:25]([O:29][CH3:30])[CH:24]=4)[C:4]=23)(=[O:13])=[O:12])[CH:19]=[CH:18][CH:17]=1, predict the reactants needed to synthesize it. (3) Given the product [CH:1]1([C@H:7]([NH:9][C:10]([C:12]2[CH:13]=[C:14]3[C:18](=[CH:19][CH:20]=2)[NH:17][N:16]=[C:15]3[C:31]2[CH:30]=[CH:29][C:28]([N:25]3[CH2:24][CH2:23][O:22][CH2:27][CH2:26]3)=[CH:33][CH:32]=2)=[O:11])[CH3:8])[CH2:6][CH2:5][CH2:4][CH2:3][CH2:2]1, predict the reactants needed to synthesize it. The reactants are: [CH:1]1([C@H:7]([NH:9][C:10]([C:12]2[CH:13]=[C:14]3[C:18](=[CH:19][CH:20]=2)[NH:17][N:16]=[C:15]3I)=[O:11])[CH3:8])[CH2:6][CH2:5][CH2:4][CH2:3][CH2:2]1.[O:22]1[CH2:27][CH2:26][N:25]([C:28]2[CH:33]=[CH:32][C:31](B3OC(C)(C)C(C)(C)O3)=[CH:30][CH:29]=2)[CH2:24][CH2:23]1.C([O-])([O-])=O.[Na+].[Na+]. (4) Given the product [NH2:5][C:4]1[C:3]2[C:2](=[CH:9][CH:8]=[CH:7][C:6]=2[CH:10]2[CH2:11][CH2:12]2)[NH:1][C:13](=[O:20])[N:21]=1, predict the reactants needed to synthesize it. The reactants are: [NH2:1][C:2]1[CH:9]=[CH:8][CH:7]=[C:6]([CH:10]2[CH2:12][CH2:11]2)[C:3]=1[C:4]#[N:5].[C:13]([N:21]=C=O)(=[O:20])C1C=CC=CC=1.[OH-].[Na+]. (5) Given the product [Br:34][C:35]1[CH:40]=[CH:39][C:38]([C@@H:41]([NH:43][C:30]([C:26]2[CH:25]=[C:24]3[C:29](=[CH:28][CH:27]=2)[N:21]([CH2:20][C:17]2[CH:16]=[CH:15][C:14]([C:9]4[C:8]([C:6]([OH:7])=[O:5])=[CH:13][CH:12]=[CH:11][CH:10]=4)=[CH:19][CH:18]=2)[N:22]=[C:23]3[CH3:33])=[O:31])[CH3:42])=[CH:37][CH:36]=1, predict the reactants needed to synthesize it. The reactants are: C([O:5][C:6]([C:8]1[CH:13]=[CH:12][CH:11]=[CH:10][C:9]=1[C:14]1[CH:19]=[CH:18][C:17]([CH2:20][N:21]2[C:29]3[C:24](=[CH:25][C:26]([C:30](O)=[O:31])=[CH:27][CH:28]=3)[C:23]([CH3:33])=[N:22]2)=[CH:16][CH:15]=1)=[O:7])(C)(C)C.[Br:34][C:35]1[CH:40]=[CH:39][C:38]([C@@H:41]([NH2:43])[CH3:42])=[CH:37][CH:36]=1. (6) Given the product [CH3:39][O:38][C:35](=[O:37])[CH2:36][N:23]1[C:24]2[C:20](=[CH:19][C:18]([S:15]([N:12]3[CH2:11][CH2:10][N:9]([C:6]4[CH:7]=[CH:8][C:3]([C:2]([F:27])([F:1])[F:28])=[CH:4][CH:5]=4)[CH2:14][CH2:13]3)(=[O:17])=[O:16])=[CH:26][CH:25]=2)[CH:21]=[CH:22]1, predict the reactants needed to synthesize it. The reactants are: [F:1][C:2]([F:28])([F:27])[C:3]1[CH:8]=[CH:7][C:6]([N:9]2[CH2:14][CH2:13][N:12]([S:15]([C:18]3[CH:19]=[C:20]4[C:24](=[CH:25][CH:26]=3)[NH:23][CH:22]=[CH:21]4)(=[O:17])=[O:16])[CH2:11][CH2:10]2)=[CH:5][CH:4]=1.C(=O)([O-])[O-].[Cs+].[Cs+].[C:35]([O:38][CH2:39]C)(=[O:37])[CH3:36]. (7) Given the product [ClH:49].[O:1]=[C:2]1[NH:7][C:6](=[O:8])[C:5]([C:9]#[N:10])=[CH:4][N:3]1[CH2:11][CH2:12][CH2:13][N:25]1[CH2:26][C@H:27]2[C@:23]([C:20]3[CH:19]=[CH:18][C:17]([C:16]([F:15])([F:30])[F:29])=[CH:22][CH:21]=3)([CH2:28]2)[CH2:24]1, predict the reactants needed to synthesize it. The reactants are: [O:1]=[C:2]1[NH:7][C:6](=[O:8])[C:5]([C:9]#[N:10])=[CH:4][N:3]1[CH2:11][CH2:12][CH:13]=O.[F:15][C:16]([F:30])([F:29])[C:17]1[CH:22]=[CH:21][C:20]([C@:23]23[CH2:28][C@H:27]2[CH2:26][NH:25][CH2:24]3)=[CH:19][CH:18]=1.CC(O)=O.[BH-](OC(C)=O)(OC(C)=O)OC(C)=O.[Na+].[Cl:49]C(Cl)C.